This data is from Full USPTO retrosynthesis dataset with 1.9M reactions from patents (1976-2016). The task is: Predict the reactants needed to synthesize the given product. (1) Given the product [CH3:1][C:2]1[S:6][C:5]2[CH:7]=[C:8]([CH2:11][CH2:12][CH2:13][O:14][S:26]([CH3:25])(=[O:28])=[O:27])[CH:9]=[CH:10][C:4]=2[C:3]=1[C:15]1[CH:16]=[CH:17][C:18]([C:21]([F:24])([F:23])[F:22])=[CH:19][CH:20]=1, predict the reactants needed to synthesize it. The reactants are: [CH3:1][C:2]1[S:6][C:5]2[CH:7]=[C:8]([CH2:11][CH2:12][CH2:13][OH:14])[CH:9]=[CH:10][C:4]=2[C:3]=1[C:15]1[CH:20]=[CH:19][C:18]([C:21]([F:24])([F:23])[F:22])=[CH:17][CH:16]=1.[CH3:25][S:26](Cl)(=[O:28])=[O:27]. (2) Given the product [NH2:31][C:26]1[CH:27]=[CH:28][CH:29]=[CH:30][C:25]=1[C:24]([NH:23][C:15]1[CH:14]=[C:13]([C:11]([N:1]2[C:10]3[C:5](=[CH:6][CH:7]=[CH:8][CH:9]=3)[CH2:4][CH2:3][CH2:2]2)=[O:12])[CH:22]=[CH:21][C:16]=1[C:17]([O:19][CH3:20])=[O:18])=[O:34], predict the reactants needed to synthesize it. The reactants are: [N:1]1([C:11]([C:13]2[CH:22]=[CH:21][C:16]([C:17]([O:19][CH3:20])=[O:18])=[C:15]([NH:23][C:24](=[O:34])[C:25]3[CH:30]=[CH:29][CH:28]=[CH:27][C:26]=3[N+:31]([O-])=O)[CH:14]=2)=[O:12])[C:10]2[C:5](=[CH:6][CH:7]=[CH:8][CH:9]=2)[CH2:4][CH2:3][CH2:2]1. (3) Given the product [Cl:1][C:2]1[CH:28]=[CH:27][C:5]([C:6]([N:8]2[CH2:12][CH2:11][C@@H:10]([NH:13][C:14]3[CH:19]=[CH:18][C:17](/[CH:20]=[CH:21]/[C:22]([OH:24])=[O:23])=[CH:16][CH:15]=3)[CH2:9]2)=[O:7])=[CH:4][CH:3]=1, predict the reactants needed to synthesize it. The reactants are: [Cl:1][C:2]1[CH:28]=[CH:27][C:5]([C:6]([N:8]2[CH2:12][CH2:11][C@@H:10]([NH:13][C:14]3[CH:19]=[CH:18][C:17](/[CH:20]=[CH:21]/[C:22]([O:24]CC)=[O:23])=[CH:16][CH:15]=3)[CH2:9]2)=[O:7])=[CH:4][CH:3]=1.[OH-].[Na+]. (4) The reactants are: [N+:1]([C:4]1[CH:5]=[C:6]([C:10]2[CH:15]=[CH:14][N:13]=[C:12]3[CH:16]=[C:17]([C:19]4[CH:24]=[C:23]([O:25][CH3:26])[C:22]([O:27][CH3:28])=[C:21]([O:29][CH3:30])[CH:20]=4)[O:18][C:11]=23)[CH:7]=[CH:8][CH:9]=1)([O-])=O. Given the product [CH3:26][O:25][C:23]1[CH:24]=[C:19]([C:17]2[O:18][C:11]3[C:12](=[N:13][CH:14]=[CH:15][C:10]=3[C:6]3[CH:5]=[C:4]([NH2:1])[CH:9]=[CH:8][CH:7]=3)[CH:16]=2)[CH:20]=[C:21]([O:29][CH3:30])[C:22]=1[O:27][CH3:28], predict the reactants needed to synthesize it. (5) Given the product [Cl:9][C:6]1[CH:7]=[CH:8][C:3]([CH:2]([C:10]2[CH:15]=[CH:14][C:13]([Cl:16])=[CH:12][CH:11]=2)[N:17]2[CH2:20][CH:19]([OH:21])[CH2:18]2)=[CH:4][CH:5]=1, predict the reactants needed to synthesize it. The reactants are: Br[CH:2]([C:10]1[CH:15]=[CH:14][C:13]([Cl:16])=[CH:12][CH:11]=1)[C:3]1[CH:8]=[CH:7][C:6]([Cl:9])=[CH:5][CH:4]=1.[NH:17]1[CH2:20][CH:19]([OH:21])[CH2:18]1.C(N(CC)C(C)C)(C)C. (6) Given the product [OH:30][C:27]1[CH:28]=[CH:29][C:24]([C:2]2[CH:11]=[C:10]3[C:5]([C:6]([C:12]([O:14][CH3:15])=[O:13])=[CH:7][CH:8]=[N:9]3)=[CH:4][CH:3]=2)=[CH:25][CH:26]=1, predict the reactants needed to synthesize it. The reactants are: Br[C:2]1[CH:11]=[C:10]2[C:5]([C:6]([C:12]([O:14][CH3:15])=[O:13])=[CH:7][CH:8]=[N:9]2)=[CH:4][CH:3]=1.CC1(C)C(C)(C)OB([C:24]2[CH:29]=[CH:28][C:27]([OH:30])=[CH:26][CH:25]=2)O1.C1(P(C2C=CC=CC=2)C2C=CC=CC=2)C=CC=CC=1.[O-]P([O-])([O-])=O.[K+].[K+].[K+].O. (7) Given the product [CH3:1][N:2]([CH3:6])[CH2:3][CH2:4][NH:5][C:37]([C@:11]12[CH2:33][CH2:32][C@@H:31]([C:34]([CH3:36])=[CH2:35])[C@@H:12]1[C@@H:13]1[C@@:8]([CH3:7])([CH2:9][CH2:10]2)[C@@:25]2([CH3:26])[C@@H:16]([C@:17]3([CH3:30])[C@@H:22]([CH2:23][CH2:24]2)[C:21]([CH3:28])([CH3:27])[C:20](=[O:29])[CH2:19][CH2:18]3)[CH2:15][CH2:14]1)=[O:38], predict the reactants needed to synthesize it. The reactants are: [CH3:1][N:2]([CH3:6])[CH2:3][CH2:4][NH2:5].[CH3:7][C@:8]12[C@@:25]3([CH3:26])[C@@H:16]([C@:17]4([CH3:30])[C@@H:22]([CH2:23][CH2:24]3)[C:21]([CH3:28])([CH3:27])[C:20](=[O:29])[CH2:19][CH2:18]4)[CH2:15][CH2:14][C@@H:13]1[C@H:12]1[C@H:31]([C:34]([CH3:36])=[CH2:35])[CH2:32][CH2:33][C@:11]1([C:37](Cl)=[O:38])[CH2:10][CH2:9]2. (8) Given the product [CH:1]([C:4]1[CH:8]=[C:7]([N:9]2[CH2:45][CH2:44][C:12]3[N:13]=[C:14]([C:24]4[CH:32]=[CH:31][CH:30]=[C:29]5[C:25]=4[C:26]([CH3:43])=[CH:27][NH:28]5)[N:15]=[C:16]([N:17]4[CH2:22][CH2:21][N:20]([CH2:57][C:58]([NH2:60])=[O:59])[C@H:19]([CH3:23])[CH2:18]4)[C:11]=3[CH2:10]2)[N:6]([CH3:46])[N:5]=1)([CH3:3])[CH3:2], predict the reactants needed to synthesize it. The reactants are: [CH:1]([C:4]1[CH:8]=[C:7]([N:9]2[CH2:45][CH2:44][C:12]3[N:13]=[C:14]([C:24]4[CH:32]=[CH:31][CH:30]=[C:29]5[C:25]=4[C:26]([CH3:43])=[CH:27][N:28]5S(C4C=CC(C)=CC=4)(=O)=O)[N:15]=[C:16]([N:17]4[CH2:22][CH2:21][NH:20][C@H:19]([CH3:23])[CH2:18]4)[C:11]=3[CH2:10]2)[N:6]([CH3:46])[N:5]=1)([CH3:3])[CH3:2].C(N(C(C)C)CC)(C)C.Br[CH2:57][C:58]([NH2:60])=[O:59].[OH-].[K+].[OH-].[NH4+].OS([O-])(=O)=O.[Na+]. (9) Given the product [Cl:28][C:9]1[C:10]2[C:15](=[CH:14][CH:13]=[C:12](/[CH:16]=[C:17]3/[C:18](=[O:27])[N:19]([CH2:23][C@@H:24]4[CH2:39][CH2:38][CH2:37][N:36]4[CH3:35])[C:20](=[O:22])[S:21]/3)[CH:11]=2)[N:7]([CH2:6][C:5]2[CH:29]=[CH:30][C:2]([Cl:1])=[CH:3][C:4]=2[C:31]([F:34])([F:32])[F:33])[N:8]=1, predict the reactants needed to synthesize it. The reactants are: [Cl:1][C:2]1[CH:30]=[CH:29][C:5]([CH2:6][N:7]2[C:15]3[C:10](=[CH:11][C:12](/[CH:16]=[C:17]4/[C:18](=[O:27])[N:19]([CH2:23][C:24](O)=O)[C:20](=[O:22])[S:21]/4)=[CH:13][CH:14]=3)[C:9]([Cl:28])=[N:8]2)=[C:4]([C:31]([F:34])([F:33])[F:32])[CH:3]=1.[CH3:35][N:36]1C[CH2:39][CH2:38][C@H:37]1CO. (10) Given the product [CH3:27][N:28]1[CH2:33][CH2:32][N:31]([C:21](=[O:23])[CH2:20][CH:10]([C:7]2[CH:8]=[CH:9][C:4]([N+:1]([O-:3])=[O:2])=[CH:5][CH:6]=2)[C:11](=[O:12])[N:13]2[CH2:14][CH2:15][CH2:16][CH2:17][CH2:18]2)[CH2:30][CH2:29]1, predict the reactants needed to synthesize it. The reactants are: [N+:1]([C:4]1[CH:9]=[CH:8][C:7]([CH2:10][C:11]([N:13]2[CH2:18][CH2:17][CH2:16][CH2:15][CH2:14]2)=[O:12])=[CH:6][CH:5]=1)([O-:3])=[O:2].Br[CH2:20][C:21]([O:23]C)=O.[OH-].[Na+].[CH3:27][N:28]1[CH2:33][CH2:32][NH:31][CH2:30][CH2:29]1.